Regression. Given a peptide amino acid sequence and an MHC pseudo amino acid sequence, predict their binding affinity value. This is MHC class II binding data. From a dataset of Peptide-MHC class II binding affinity with 134,281 pairs from IEDB. (1) The binding affinity (normalized) is 0.675. The peptide sequence is IKRIHEYKRQLMNIL. The MHC is DRB1_0901 with pseudo-sequence DRB1_0901. (2) The binding affinity (normalized) is 0.0760. The MHC is DRB1_0101 with pseudo-sequence DRB1_0101. The peptide sequence is LEKEDFTRGKLMSSL. (3) The peptide sequence is ETLYRIDGAHLTKMS. The MHC is DRB1_1501 with pseudo-sequence DRB1_1501. The binding affinity (normalized) is 0.553. (4) The peptide sequence is TYGDKWLDAKSTWYG. The MHC is DRB3_0202 with pseudo-sequence DRB3_0202. The binding affinity (normalized) is 0.0196.